Dataset: Forward reaction prediction with 1.9M reactions from USPTO patents (1976-2016). Task: Predict the product of the given reaction. (1) Given the reactants FC(F)(F)S([O:6][S:7]([C:10]([F:13])([F:12])[F:11])(=[O:9])=[O:8])(=O)=O.[CH2:16]([O:18][C:19](=[O:36])[C@H:20]([CH2:28][C:29]1[CH:34]=[CH:33][CH:32]=[C:31](O)[CH:30]=1)[NH:21][C:22](=[O:27])[C:23]([F:26])([F:25])[F:24])[CH3:17], predict the reaction product. The product is: [CH2:16]([O:18][C:19](=[O:36])[C@H:20]([CH2:28][C:29]1[CH:34]=[CH:33][CH:32]=[C:31]([O:6][S:7]([C:10]([F:11])([F:12])[F:13])(=[O:8])=[O:9])[CH:30]=1)[NH:21][C:22](=[O:27])[C:23]([F:24])([F:25])[F:26])[CH3:17]. (2) The product is: [N:22]1[CH:23]=[CH:24][CH:25]=[C:20]([N:18]2[CH:19]=[C:15]([C:28]3[CH:33]=[CH:32][CH:31]=[C:30]([C:34]([F:37])([F:36])[F:35])[N:29]=3)[CH:16]=[N:17]2)[CH:21]=1. Given the reactants C(=O)([O-])[O-].[Na+].[Na+].CC1(C)C(C)(C)OB([C:15]2[CH:16]=[N:17][N:18]([C:20]3[CH:21]=[N:22][CH:23]=[CH:24][CH:25]=3)[CH:19]=2)O1.Br[C:28]1[CH:33]=[CH:32][CH:31]=[C:30]([C:34]([F:37])([F:36])[F:35])[N:29]=1, predict the reaction product. (3) Given the reactants [Br:1][C:2]1[CH:17]=[CH:16][C:5]2[N:6]([CH2:11][CH2:12][CH:13]([CH3:15])[CH3:14])[C:7]([CH2:9]O)=[N:8][C:4]=2[CH:3]=1.S(Cl)([Cl:20])=O, predict the reaction product. The product is: [Br:1][C:2]1[CH:17]=[CH:16][C:5]2[N:6]([CH2:11][CH2:12][CH:13]([CH3:15])[CH3:14])[C:7]([CH2:9][Cl:20])=[N:8][C:4]=2[CH:3]=1. (4) Given the reactants [Br:1][C:2]1[CH:7]=[CH:6][C:5]([C@H:8]2[CH2:10][C@H:9]2[C:11]([OH:13])=O)=[CH:4][CH:3]=1.[CH:14]1[N:18]=[CH:17][N:16](C([N:16]2[CH:17]=[N:18][CH:14]=[CH:15]2)=O)[CH:15]=1, predict the reaction product. The product is: [Br:1][C:2]1[CH:3]=[CH:4][C:5]([C@H:8]2[CH2:10][C@H:9]2[C:11]([N:16]2[CH:15]=[CH:14][N:18]=[CH:17]2)=[O:13])=[CH:6][CH:7]=1. (5) The product is: [Si:1]([O:18][C@H:19]1[CH2:23][N:22]([C:24]([O:26][C:27]([CH3:30])([CH3:29])[CH3:28])=[O:25])[C@@H:21]([CH2:31][OH:32])[CH2:20]1)([C:14]([CH3:16])([CH3:17])[CH3:15])([C:8]1[CH:9]=[CH:10][CH:11]=[CH:12][CH:13]=1)[C:2]1[CH:3]=[CH:4][CH:5]=[CH:6][CH:7]=1. Given the reactants [Si:1]([O:18][C@H:19]1[CH2:23][N:22]([C:24]([O:26][C:27]([CH3:30])([CH3:29])[CH3:28])=[O:25])[C@@H:21]([C:31](OC)=[O:32])[CH2:20]1)([C:14]([CH3:17])([CH3:16])[CH3:15])([C:8]1[CH:13]=[CH:12][CH:11]=[CH:10][CH:9]=1)[C:2]1[CH:7]=[CH:6][CH:5]=[CH:4][CH:3]=1.[BH4-].[Na+], predict the reaction product. (6) Given the reactants [C:1]1([NH:7][C:8]2[C:17]3[C:12](=[CH:13][CH:14]=[CH:15][CH:16]=3)[CH:11]=[CH:10][CH:9]=2)[CH:6]=[CH:5][CH:4]=[CH:3][CH:2]=1.Br[C:19]1[CH:24]=[CH:23][C:22]([C:25]2[CH:30]=[CH:29][C:28]([Br:31])=[CH:27][CH:26]=2)=[CH:21][CH:20]=1.CC(C)([O-])C.[Na+], predict the reaction product. The product is: [Br:31][C:28]1[CH:29]=[CH:30][C:25]([C:22]2[CH:23]=[CH:24][C:19]([N:7]([C:1]3[CH:6]=[CH:5][CH:4]=[CH:3][CH:2]=3)[C:8]3[C:17]4[C:12](=[CH:13][CH:14]=[CH:15][CH:16]=4)[CH:11]=[CH:10][CH:9]=3)=[CH:20][CH:21]=2)=[CH:26][CH:27]=1.